From a dataset of Reaction yield outcomes from USPTO patents with 853,638 reactions. Predict the reaction yield, written as a fraction of the theoretical maximum amount of product (1.0 means a 100% yield; for example, 0.34 means a 34% yield). (1) The reactants are C([C:4]1[C:12]([S:13][C:14]2[N:15]([CH3:19])[CH:16]=[CH:17][N:18]=2)=[CH:11][C:7]([C:8]([OH:10])=O)=[C:6](C(C)C)[C:5]=1[O:23][C:24]1[CH:29]=[CH:28][C:27]([P:30]([O:36][CH:37]([CH3:39])[CH3:38])([O:32][CH:33]([CH3:35])[CH3:34])=[O:31])=[CH:26][CH:25]=1)(C)C.[NH2:40][C:41]1[S:42][CH:43]=[CH:44][N:45]=1.CN(C(ON1N=NC2C=CC=NC1=2)=[N+](C)C)C.F[P-](F)(F)(F)(F)F.CCN(C(C)C)C(C)C. The catalyst is C(Cl)Cl.CN(C=O)C. The product is [CH:33]([O:32][P:30]([C:27]1[CH:28]=[CH:29][C:24]([O:23][C:5]2[CH:6]=[C:7]([C:8](=[O:10])[NH:40][C:41]3[S:42][CH:43]=[CH:44][N:45]=3)[CH:11]=[C:12]([S:13][C:14]3[N:15]([CH3:19])[CH:16]=[CH:17][N:18]=3)[CH:4]=2)=[CH:25][CH:26]=1)(=[O:31])[O:36][CH:37]([CH3:39])[CH3:38])([CH3:35])[CH3:34]. The yield is 0.630. (2) The reactants are Cl[C:2]1[CH:3]=[C:4]([CH:8]=[CH:9][N:10]=1)[C:5]([OH:7])=[O:6].[NH:11]1[CH:15]=[CH:14][N:13]=[CH:12]1.Cl. The catalyst is O. The product is [N:11]1([C:2]2[CH:3]=[C:4]([CH:8]=[CH:9][N:10]=2)[C:5]([OH:7])=[O:6])[CH:15]=[CH:14][N:13]=[CH:12]1. The yield is 0.830. (3) The reactants are [CH3:1][O:2][C:3]1[CH:4]=[CH:5][C:6]2[N:10]=[CH:9][N:8]([CH2:11][C:12]3[CH:23]=[CH:22][C:15]4[N:16]=[C:17](S(C)=O)[O:18][C:14]=4[CH:13]=3)[C:7]=2[CH:24]=1.[NH2:25][C@@H:26]1[CH2:31][CH2:30][CH2:29][CH2:28][C@H:27]1[OH:32].CCN(C(C)C)C(C)C.O. The catalyst is CC(N(C)C)=O. The product is [CH3:1][O:2][C:3]1[CH:4]=[CH:5][C:6]2[N:10]=[CH:9][N:8]([CH2:11][C:12]3[CH:23]=[CH:22][C:15]4[N:16]=[C:17]([NH:25][C@@H:26]5[CH2:31][CH2:30][CH2:29][CH2:28][C@H:27]5[OH:32])[O:18][C:14]=4[CH:13]=3)[C:7]=2[CH:24]=1. The yield is 0.290. (4) The reactants are [CH2:1]([C:3]1[N:4]=[C:5]2[C:10]([C:11]#[N:12])=[CH:9][CH:8]=[CH:7][N:6]2[CH:13]=1)[CH3:2].I[C:15]1[CH:16]=[C:17]([OH:21])[CH:18]=[CH:19][CH:20]=1.C([O-])(=O)C.[K+]. The catalyst is CN(C)C(=O)C.[OH-].[Pd+2].[OH-]. The product is [CH2:1]([C:3]1[N:4]=[C:5]2[C:10]([C:11]#[N:12])=[CH:9][CH:8]=[CH:7][N:6]2[C:13]=1[C:15]1[CH:20]=[CH:19][CH:18]=[C:17]([OH:21])[CH:16]=1)[CH3:2]. The yield is 0.900. (5) The reactants are [CH3:1][O:2][C:3]1[C:12]([NH:13][C:14](=[O:18])OCC)=[N:11][C:10]2[C:5](=[CH:6][CH:7]=[C:8]([CH3:19])[CH:9]=2)[N:4]=1.[F:20][C:21]1[CH:26]=[CH:25][CH:24]=[CH:23][C:22]=1[N:27]1[CH2:32][CH2:31][NH:30][CH2:29][CH2:28]1. No catalyst specified. The product is [CH3:1][O:2][C:3]1[C:12]([NH:13][C:14]([N:30]2[CH2:29][CH2:28][N:27]([C:22]3[CH:23]=[CH:24][CH:25]=[CH:26][C:21]=3[F:20])[CH2:32][CH2:31]2)=[O:18])=[N:11][C:10]2[C:5](=[CH:6][CH:7]=[C:8]([CH3:19])[CH:9]=2)[N:4]=1. The yield is 0.790. (6) The reactants are C(N=[CH:6][C:7]1[CH:8]=[C:9]2[C:14](=[CH:15][CH:16]=1)[N:13]=[CH:12][CH:11]=[C:10]2Cl)CCC.[CH3:18][O:19][CH2:20][CH2:21][O-:22].[Na+].C[O:25]CCO. The catalyst is [Cl-].[NH4+]. The product is [CH3:18][O:19][CH2:20][CH2:21][O:22][C:10]1[C:9]2[C:14](=[CH:15][CH:16]=[C:7]([CH:6]=[O:25])[CH:8]=2)[N:13]=[CH:12][CH:11]=1. The yield is 0.683. (7) The reactants are Br[CH2:2][C:3]1[N:8]=[C:7]2[N:9]=[C:10]([C:12]3[CH:17]=[CH:16][CH:15]=[C:14]([N+:18]([O-:20])=[O:19])[CH:13]=3)[O:11][C:6]2=[CH:5][CH:4]=1.CCN(CC)CC.[C:28]([N:35]1[CH2:40][CH2:39][NH:38][CH2:37][CH2:36]1)([O:30][C:31]([CH3:34])([CH3:33])[CH3:32])=[O:29]. The catalyst is CC#N. The product is [C:31]([O:30][C:28]([N:35]1[CH2:40][CH2:39][N:38]([CH2:2][C:3]2[N:8]=[C:7]3[N:9]=[C:10]([C:12]4[CH:17]=[CH:16][CH:15]=[C:14]([N+:18]([O-:20])=[O:19])[CH:13]=4)[O:11][C:6]3=[CH:5][CH:4]=2)[CH2:37][CH2:36]1)=[O:29])([CH3:34])([CH3:32])[CH3:33]. The yield is 1.00. (8) The reactants are [OH:1][CH2:2][CH:3]([CH2:5][OH:6])[OH:4].O.[C:8]1(C)[CH:13]=CC(S(O)(=O)=O)=C[CH:9]=1. The catalyst is CC(C)=O. The product is [CH3:9][C:8]1([CH3:13])[O:4][CH:3]([CH2:5][OH:6])[CH2:2][O:1]1. The yield is 0.910.